This data is from Peptide-MHC class I binding affinity with 185,985 pairs from IEDB/IMGT. The task is: Regression. Given a peptide amino acid sequence and an MHC pseudo amino acid sequence, predict their binding affinity value. This is MHC class I binding data. (1) The peptide sequence is SIPLDEEFR. The MHC is Mamu-B6601 with pseudo-sequence Mamu-B6601. The binding affinity (normalized) is 0.562. (2) The peptide sequence is LVSDYCNVLNKEFT. The MHC is HLA-A68:01 with pseudo-sequence HLA-A68:01. The binding affinity (normalized) is 0.0638. (3) The peptide sequence is IINFTISMR. The MHC is HLA-A03:01 with pseudo-sequence HLA-A03:01. The binding affinity (normalized) is 0.656. (4) The peptide sequence is VRFPNITNL. The MHC is HLA-B27:05 with pseudo-sequence HLA-B27:05. The binding affinity (normalized) is 0.384. (5) The peptide sequence is RGYVFQGL. The MHC is HLA-A02:03 with pseudo-sequence HLA-A02:03. The binding affinity (normalized) is 0.